Dataset: Full USPTO retrosynthesis dataset with 1.9M reactions from patents (1976-2016). Task: Predict the reactants needed to synthesize the given product. (1) Given the product [CH3:1][O:2][C:3]1[CH:4]=[CH:5][C:6]([NH:11][C:12]2[C:13]3[N:14]([CH:28]=[CH:29][N:30]=3)[N:15]=[C:16]([C:18]3[CH:27]=[CH:26][C:21]([C:22]([OH:24])=[O:23])=[CH:20][CH:19]=3)[CH:17]=2)=[N:7][C:8]=1[O:9][CH3:10], predict the reactants needed to synthesize it. The reactants are: [CH3:1][O:2][C:3]1[CH:4]=[CH:5][C:6]([NH:11][C:12]2[C:13]3[N:14]([CH:28]=[CH:29][N:30]=3)[N:15]=[C:16]([C:18]3[CH:27]=[CH:26][C:21]([C:22]([O:24]C)=[O:23])=[CH:20][CH:19]=3)[CH:17]=2)=[N:7][C:8]=1[O:9][CH3:10].[OH-].[Na+]. (2) Given the product [CH:1]([C:4]1[O:8][N:7]=[C:6]([C:9]([O:11][CH2:12][CH3:13])=[O:10])[C:5]=1[N+:14]([O-:16])=[O:15])([CH3:3])[CH3:2], predict the reactants needed to synthesize it. The reactants are: [CH:1]([C:4]1[O:8][N:7]=[C:6]([C:9]([O:11][CH2:12][CH3:13])=[O:10])[CH:5]=1)([CH3:3])[CH3:2].[N+:14]([O-])([OH:16])=[O:15]. (3) The reactants are: C([O:4][CH:5]1[C:11]2[CH:12]=[C:13]([F:16])[CH:14]=[CH:15][C:10]=2[CH2:9][CH2:8][CH:7]([NH:17][C:18]([N:20]2[CH2:25][CH2:24][N:23]([C:26]3[C:35]4[C:30](=[CH:31][C:32]([Cl:36])=[CH:33][CH:34]=4)[N:29]=[CH:28][CH:27]=3)[CH2:22][CH2:21]2)=[O:19])[CH2:6]1)(=O)C.[Li+].[OH-]. Given the product [Cl:36][C:32]1[CH:31]=[C:30]2[C:35]([C:26]([N:23]3[CH2:24][CH2:25][N:20]([C:18]([NH:17][CH:7]4[CH2:6][CH:5]([OH:4])[C:11]5[CH:12]=[C:13]([F:16])[CH:14]=[CH:15][C:10]=5[CH2:9][CH2:8]4)=[O:19])[CH2:21][CH2:22]3)=[CH:27][CH:28]=[N:29]2)=[CH:34][CH:33]=1, predict the reactants needed to synthesize it. (4) Given the product [ClH:54].[CH3:31][N:30]([CH3:32])[C:28]1[C:27]2[C:22](=[CH:23][CH:24]=[CH:25][CH:26]=2)[N:21]=[C:20]([NH:19][C@@H:16]2[CH2:15][CH2:14][C@H:13]([NH:12][C:5](=[O:7])[C:4]3[CH:8]=[CH:9][C:10]([F:11])=[C:2]([F:1])[CH:3]=3)[CH2:18][CH2:17]2)[CH:29]=1, predict the reactants needed to synthesize it. The reactants are: [F:1][C:2]1[CH:3]=[C:4]([CH:8]=[CH:9][C:10]=1[F:11])[C:5]([OH:7])=O.[NH2:12][C@@H:13]1[CH2:18][CH2:17][C@H:16]([NH:19][C:20]2[CH:29]=[C:28]([NH:30][CH3:31])[C:27]3[C:22](=[CH:23][CH:24]=[CH:25][CH:26]=3)[N:21]=2)[CH2:15][CH2:14]1.[CH:32]1C=CC2N(O)N=NC=2C=1.O.CCN=C=NCCCN(C)C.[ClH:54]. (5) Given the product [F:38][CH:2]([F:1])[O:3][C:4]1[CH:9]=[CH:8][C:7]([N:10]([CH2:17][C:18]2[CH:36]=[C:21]3[C:22](=[O:35])[NH:23][CH2:24][CH2:25][N:20]3[N:19]=2)[C:11](=[O:16])[C:12]([F:13])([F:14])[F:15])=[C:6]([F:37])[CH:5]=1, predict the reactants needed to synthesize it. The reactants are: [F:1][CH:2]([F:38])[O:3][C:4]1[CH:9]=[CH:8][C:7]([N:10]([CH2:17][C:18]2[CH:36]=[C:21]3[C:22](=[O:35])[N:23](CC4C=CC(OC)=CC=4)[CH2:24][CH2:25][N:20]3[N:19]=2)[C:11](=[O:16])[C:12]([F:15])([F:14])[F:13])=[C:6]([F:37])[CH:5]=1.